From a dataset of Forward reaction prediction with 1.9M reactions from USPTO patents (1976-2016). Predict the product of the given reaction. (1) Given the reactants [NH2:1][N:2]1[CH:6]=[CH:5][CH:4]=[C:3]1[C:7]([NH2:9])=[O:8].[C:10]([O-])(=[O:12])C.[Na+].C(O)=O, predict the reaction product. The product is: [CH:10]([NH:1][N:2]1[CH:6]=[CH:5][CH:4]=[C:3]1[C:7]([NH2:9])=[O:8])=[O:12]. (2) Given the reactants C([O:3][C:4]([C@H:6]1[CH2:10][C@H:9]([O:11]C(=O)C)[CH2:8][N:7]1[S:15]([C:18]1[CH:23]=[CH:22][C:21]([CH3:24])=[CH:20][CH:19]=1)(=[O:17])=[O:16])=O)C.[H-].[H-].[H-].[H-].[Li+].[Al+3].Cl, predict the reaction product. The product is: [OH:3][CH2:4][C@@H:6]1[N:7]([S:15]([C:18]2[CH:23]=[CH:22][C:21]([CH3:24])=[CH:20][CH:19]=2)(=[O:17])=[O:16])[CH2:8][C@@H:9]([OH:11])[CH2:10]1. (3) Given the reactants [Br:1][C:2]1[CH:7]=[C:6]([S:8][C:9]2[CH:14]=[CH:13][C:12]([Cl:15])=[CH:11][CH:10]=2)[CH:5]=[CH:4][C:3]=1[CH2:16][OH:17].C(N(C(C)C)CC)(C)C.[CH3:27][O:28][CH2:29]Cl, predict the reaction product. The product is: [Br:1][C:2]1[CH:7]=[C:6]([S:8][C:9]2[CH:14]=[CH:13][C:12]([Cl:15])=[CH:11][CH:10]=2)[CH:5]=[CH:4][C:3]=1[CH2:16][O:17][CH2:27][O:28][CH3:29].